Task: Predict the product of the given reaction.. Dataset: Forward reaction prediction with 1.9M reactions from USPTO patents (1976-2016) (1) Given the reactants [OH:1][C:2]1[CH:3]=[C:4]2[C:9](=[CH:10][CH:11]=1)[N:8]=[C:7]([CH2:12][CH:13]([CH3:15])[CH3:14])[C:6]([CH2:16][NH:17][C:18](=[O:24])[O:19][C:20]([CH3:23])([CH3:22])[CH3:21])=[C:5]2[C:25]1[CH:30]=[CH:29][C:28]([CH3:31])=[CH:27][CH:26]=1.C(=O)([O-])[O-].[K+].[K+].Cl.Cl[CH2:40][C:41]1[N:42]=[C:43]([CH3:46])[S:44][CH:45]=1.C(N(CC)CC)C, predict the reaction product. The product is: [CH2:12]([C:7]1[C:6]([CH2:16][NH:17][C:18](=[O:24])[O:19][C:20]([CH3:23])([CH3:21])[CH3:22])=[C:5]([C:25]2[CH:26]=[CH:27][C:28]([CH3:31])=[CH:29][CH:30]=2)[C:4]2[C:9](=[CH:10][CH:11]=[C:2]([O:1][CH2:40][C:41]3[N:42]=[C:43]([CH3:46])[S:44][CH:45]=3)[CH:3]=2)[N:8]=1)[CH:13]([CH3:15])[CH3:14]. (2) Given the reactants S(OS([O-])=O)([O-])=O.[Na+].[Na+].[CH2:10]([N:12]1[C:24]2[CH:23]=[CH:22][C:21]([CH:25]=O)=[CH:20][C:19]=2[C:18]2[C:13]1=[CH:14][CH:15]=[C:16]([O:27][CH3:28])[CH:17]=2)[CH3:11].[NH2:29][C:30]1[CH:31]=[C:32]([CH:36]=[CH:37][C:38]=1[NH:39][CH2:40][CH2:41][O:42][CH3:43])[C:33]([OH:35])=[O:34].C(=O)([O-])O.[Na+], predict the reaction product. The product is: [CH2:10]([N:12]1[C:24]2[CH:23]=[CH:22][C:21]([C:25]3[N:39]([CH2:40][CH2:41][O:42][CH3:43])[C:38]4[CH:37]=[CH:36][C:32]([C:33]([OH:35])=[O:34])=[CH:31][C:30]=4[N:29]=3)=[CH:20][C:19]=2[C:18]2[C:13]1=[CH:14][CH:15]=[C:16]([O:27][CH3:28])[CH:17]=2)[CH3:11].